Dataset: Peptide-MHC class II binding affinity with 134,281 pairs from IEDB. Task: Regression. Given a peptide amino acid sequence and an MHC pseudo amino acid sequence, predict their binding affinity value. This is MHC class II binding data. The peptide sequence is RYFIMAYVSDFYHKD. The MHC is DRB1_0101 with pseudo-sequence DRB1_0101. The binding affinity (normalized) is 0.871.